This data is from Full USPTO retrosynthesis dataset with 1.9M reactions from patents (1976-2016). The task is: Predict the reactants needed to synthesize the given product. (1) Given the product [CH2:1]([O:8][C:9]([NH:11][CH:12]([CH2:13][O:14][Si:27]([C:23]([CH3:26])([CH3:25])[CH3:24])([CH3:30])[CH3:29])[C:15]([OH:17])=[O:16])=[O:10])[C:2]1[CH:3]=[CH:4][CH:5]=[CH:6][CH:7]=1, predict the reactants needed to synthesize it. The reactants are: [CH2:1]([O:8][C:9]([NH:11][CH:12]([C:15]([OH:17])=[O:16])[CH2:13][OH:14])=[O:10])[C:2]1[CH:7]=[CH:6][CH:5]=[CH:4][CH:3]=1.N1C=CN=C1.[C:23]([Si:27]([CH3:30])([CH3:29])Cl)([CH3:26])([CH3:25])[CH3:24].O. (2) Given the product [C:1]([NH:5][CH:6]1[CH2:12][CH:9]([CH2:10][OH:11])[CH:8]=[CH:7]1)(=[O:4])[CH2:2][CH3:3], predict the reactants needed to synthesize it. The reactants are: [C:1]([N:5]1[C:10](=[O:11])[CH:9]2[CH2:12][CH:6]1[CH:7]=[CH:8]2)(=[O:4])[CH2:2][CH3:3].CC(O)CC.[BH4-].[Na+].Cl. (3) Given the product [C:1]([O:5][C:6]([N:8]1[C:16]2[C:11](=[CH:12][C:13]([C:17](=[O:19])[NH:53][C:54]3[CH:55]=[N:56][C:57]4[C:62]([CH:63]=3)=[CH:61][CH:60]=[CH:59][CH:58]=4)=[CH:14][CH:15]=2)[CH2:10][CH2:9]1)=[O:7])([CH3:2])([CH3:3])[CH3:4], predict the reactants needed to synthesize it. The reactants are: [C:1]([O:5][C:6]([N:8]1[C:16]2[C:11](=[CH:12][C:13]([C:17]([OH:19])=O)=[CH:14][CH:15]=2)[CH2:10][CH2:9]1)=[O:7])([CH3:4])([CH3:3])[CH3:2].F[P-](F)(F)(F)(F)F.N1(OC(N(C)C)=[N+](C)C)C2C=CC=CC=2N=N1.C(N(CC)C(C)C)(C)C.[NH2:53][C:54]1[CH:55]=[N:56][C:57]2[C:62]([CH:63]=1)=[CH:61][CH:60]=[CH:59][CH:58]=2. (4) Given the product [NH2:1][C:2]1[C:11]2[CH:10]=[CH:9][C:8]([F:12])=[C:7]([C:23]3[CH:22]=[C:21]([Cl:20])[CH:26]=[CH:25][C:24]=3[O:30][CH3:31])[C:6]=2[N:5]=[C:4]2[CH2:14][N:15]([CH2:18][CH3:19])[C:16](=[O:17])[C:3]=12, predict the reactants needed to synthesize it. The reactants are: [NH2:1][C:2]1[C:11]2[CH:10]=[CH:9][C:8]([F:12])=[C:7](Br)[C:6]=2[N:5]=[C:4]2[CH2:14][N:15]([CH2:18][CH3:19])[C:16](=[O:17])[C:3]=12.[Cl:20][C:21]1[CH:22]=[CH:23][C:24]([O:30][CH3:31])=[C:25](B(O)O)[CH:26]=1.